This data is from Cav3 T-type calcium channel HTS with 100,875 compounds. The task is: Binary Classification. Given a drug SMILES string, predict its activity (active/inactive) in a high-throughput screening assay against a specified biological target. (1) The compound is Clc1ccc(OCc2n(CC=C)c(SCC(=O)N\N=C\c3cc(O)ccc3)nn2)cc1. The result is 0 (inactive). (2) The molecule is O(C(=O)C1(C(C1)c1ccccc1)C(OCC)=O)CC. The result is 0 (inactive). (3) The drug is S(=O)(=O)(N1CCCC1)c1cc2c(n(cc(c2=O)C(=O)NCCN(CCc2ccccc2)C)C)cc1. The result is 0 (inactive). (4) The compound is OC(=O)CCc1c(nn(c1)CCC(O)=O)c1ccc(cc1)C. The result is 0 (inactive). (5) The result is 0 (inactive). The compound is O1N=C(CC21CC(N(C2)C(=O)CCCCC)C(=O)N)c1cc(NC(=O)CCCCC)ccc1.